This data is from Catalyst prediction with 721,799 reactions and 888 catalyst types from USPTO. The task is: Predict which catalyst facilitates the given reaction. (1) Reactant: [F:1][C:2]1[CH:7]=[CH:6][C:5]([C:8]2[S:12][C:11]([CH3:13])=[N:10][C:9]=2[C:14]([OH:16])=O)=[CH:4][CH:3]=1.CCN(C(C)C)C(C)C.CN(C(ON1N=NC2C=CC=CC1=2)=[N+](C)C)C.[B-](F)(F)(F)F.[NH:48]1[CH2:53][CH2:52][CH2:51][CH2:50][C@H:49]1[CH2:54][C:55]1[N:56]=[C:57]2[CH:62]=[C:61]([C:63]([F:66])([F:65])[F:64])[CH:60]=[CH:59][N:58]2[CH:67]=1. Product: [F:1][C:2]1[CH:3]=[CH:4][C:5]([C:8]2[S:12][C:11]([CH3:13])=[N:10][C:9]=2[C:14]([N:48]2[CH2:53][CH2:52][CH2:51][CH2:50][C@H:49]2[CH2:54][C:55]2[N:56]=[C:57]3[CH:62]=[C:61]([C:63]([F:64])([F:65])[F:66])[CH:60]=[CH:59][N:58]3[CH:67]=2)=[O:16])=[CH:6][CH:7]=1. The catalyst class is: 18. (2) Reactant: Cl.[NH2:2][CH:3]([C:8]([NH2:10])=[O:9])[CH2:4][CH:5]([CH3:7])[CH3:6].[OH-].[Na+].C([O:15][C:16](=O)[CH2:17][CH2:18][CH:19]=O)C. Product: [CH2:4]([CH:3]1[N:2]2[C:16](=[O:15])[CH2:17][CH2:18][CH:19]2[NH:10][C:8]1=[O:9])[CH:5]([CH3:7])[CH3:6]. The catalyst class is: 6. (3) Reactant: [Cl:1][C:2]1[CH:10]=[CH:9][C:8]([N+:11]([O-:13])=[O:12])=[CH:7][C:3]=1[C:4](Cl)=[O:5].[CH3:14][NH2:15]. Product: [Cl:1][C:2]1[CH:10]=[CH:9][C:8]([N+:11]([O-:13])=[O:12])=[CH:7][C:3]=1[C:4]([NH:15][CH3:14])=[O:5]. The catalyst class is: 4. (4) Reactant: [ClH:1].C(OC([N:9]1[CH2:14][CH2:13][CH2:12][CH:11]([CH2:15][NH:16][C:17]([C:19]2[CH:20]=[N:21][C:22]([C:25]3[CH:30]=[CH:29][CH:28]=[C:27]([F:31])[CH:26]=3)=[N:23][CH:24]=2)=[O:18])[CH2:10]1)=O)(C)(C)C. Product: [ClH:1].[NH:9]1[CH2:14][CH2:13][CH2:12][CH:11]([CH2:15][NH:16][C:17]([C:19]2[CH:24]=[N:23][C:22]([C:25]3[CH:30]=[CH:29][CH:28]=[C:27]([F:31])[CH:26]=3)=[N:21][CH:20]=2)=[O:18])[CH2:10]1. The catalyst class is: 2.